This data is from Reaction yield outcomes from USPTO patents with 853,638 reactions. The task is: Predict the reaction yield, written as a fraction of the theoretical maximum amount of product (1.0 means a 100% yield; for example, 0.34 means a 34% yield). The reactants are [OH:1][C@@:2]1([C:9]#[C:10][C:11]2[CH:12]=[C:13]([N:21]3[C:25]4=[N:26][CH:27]=[CH:28][CH:29]=[C:24]4[C:23]([C:30]([O:32]C)=O)=[N:22]3)[CH:14]=[C:15]([C:17]([F:20])([F:19])[F:18])[CH:16]=2)[CH2:6][CH2:5][N:4]([CH3:7])[C:3]1=[O:8].[NH3:34]. The catalyst is CO. The product is [OH:1][C@@:2]1([C:9]#[C:10][C:11]2[CH:12]=[C:13]([N:21]3[C:25]4=[N:26][CH:27]=[CH:28][CH:29]=[C:24]4[C:23]([C:30]([NH2:34])=[O:32])=[N:22]3)[CH:14]=[C:15]([C:17]([F:18])([F:19])[F:20])[CH:16]=2)[CH2:6][CH2:5][N:4]([CH3:7])[C:3]1=[O:8]. The yield is 0.120.